The task is: Predict the reactants needed to synthesize the given product.. This data is from Full USPTO retrosynthesis dataset with 1.9M reactions from patents (1976-2016). (1) Given the product [CH2:61]([N:58]1[C:53]2=[N:54][C:55]([CH2:56][CH3:57])=[C:50]([CH2:49][NH:48][C:46](=[O:47])[C:45]3[CH:70]=[CH:71][C:42]([CH2:41][CH2:40][CH2:39][CH2:38][CH2:37][NH:36][CH2:35][C@H:34]([OH:33])[C:72]4[CH:81]=[CH:80][C:79]([OH:82])=[C:78]5[C:73]=4[CH:74]=[CH:75][C:76](=[O:83])[NH:77]5)=[CH:43][CH:44]=3)[C:51]([NH:63][CH:64]3[CH2:69][CH2:68][O:67][CH2:66][CH2:65]3)=[C:52]2[CH:60]=[N:59]1)[CH3:62], predict the reactants needed to synthesize it. The reactants are: N(C[C@@H](C1C=CC(OCC2C=CC=CC=2)=C2C=1C=CC(=O)N2)O)=[N+]=[N-].[Si]([O:33][C@H:34]([C:72]1[CH:81]=[CH:80][C:79]([OH:82])=[C:78]2[C:73]=1[CH:74]=[CH:75][C:76](=[O:83])[NH:77]2)[CH2:35][NH:36][CH2:37][CH2:38][CH2:39][CH2:40][CH2:41][C:42]1[CH:71]=[CH:70][C:45]([C:46]([NH:48][CH2:49][C:50]2[C:51]([NH:63][CH:64]3[CH2:69][CH2:68][O:67][CH2:66][CH2:65]3)=[C:52]3[CH:60]=[N:59][N:58]([CH2:61][CH3:62])[C:53]3=[N:54][C:55]=2[CH2:56][CH3:57])=[O:47])=[CH:44][CH:43]=1)(C(C)(C)C)(C)C. (2) Given the product [CH2:1]([C:3]1[C:11]2[C:6](=[CH:7][CH:8]=[CH:9][CH:10]=2)[NH:5][C:4]=1[CH2:12][NH:14][CH3:15])[CH3:2], predict the reactants needed to synthesize it. The reactants are: [CH2:1]([C:3]1[C:11]2[C:6](=[CH:7][CH:8]=[CH:9][CH:10]=2)[NH:5][C:4]=1[C:12]([NH:14][CH3:15])=O)[CH3:2].[H-].[Al+3].[Li+].[H-].[H-].[H-]. (3) Given the product [Br:1][C:2]1[C:7]([Cl:8])=[CH:6][C:5]([I:17])=[C:4]([NH2:9])[CH:3]=1, predict the reactants needed to synthesize it. The reactants are: [Br:1][C:2]1[CH:3]=[C:4]([NH2:9])[CH:5]=[CH:6][C:7]=1[Cl:8].C1C(=O)N([I:17])C(=O)C1.